This data is from Catalyst prediction with 721,799 reactions and 888 catalyst types from USPTO. The task is: Predict which catalyst facilitates the given reaction. (1) Reactant: [N+:1]([C:4]1[CH:17]=[CH:16][C:7]([CH:8]=[C:9]2[S:13][C:12](=[O:14])[NH:11][C:10]2=[O:15])=[CH:6][CH:5]=1)([O-:3])=[O:2].CN(C)C=O.[H-].[Na+].I[CH2:26][CH3:27]. Product: [CH2:26]([N:11]1[C:10](=[O:15])[C:9](=[CH:8][C:7]2[CH:16]=[CH:17][C:4]([N+:1]([O-:3])=[O:2])=[CH:5][CH:6]=2)[S:13][C:12]1=[O:14])[CH3:27]. The catalyst class is: 6. (2) Reactant: Br[CH2:2][C:3]([C:28]([F:31])([F:30])[F:29])([OH:27])[CH:4]([NH:15][C:16]1[CH:25]=[CH:24][CH:23]=[C:22]2[C:17]=1[CH:18]=[CH:19][C:20]([CH3:26])=[N:21]2)[C:5]1[CH:10]=[C:9]([F:11])[CH:8]=[C:7]([F:12])[C:6]=1[O:13][CH3:14].[CH2:32]([SH:34])[CH3:33].C(=O)([O-])[O-].[Cs+].[Cs+]. Product: [F:12][C:7]1[C:6]([O:13][CH3:14])=[C:5]([CH:4]([NH:15][C:16]2[CH:25]=[CH:24][CH:23]=[C:22]3[C:17]=2[CH:18]=[CH:19][C:20]([CH3:26])=[N:21]3)[C:3]([CH2:2][S:34][CH2:32][CH3:33])([C:28]([F:31])([F:30])[F:29])[OH:27])[CH:10]=[C:9]([F:11])[CH:8]=1. The catalyst class is: 3. (3) Reactant: [Cl:1][C:2]1[CH:3]=[C:4]([CH:8]2[C:12]([C:15]3[CH:20]=[CH:19][C:18]([Cl:21])=[CH:17][CH:16]=3)([C:13]#[N:14])[CH:11]([CH2:22][C:23]([CH3:26])([CH3:25])[CH3:24])[NH:10][CH:9]2[C:27](O)=[O:28])[CH:5]=[CH:6][CH:7]=1.C[NH:31][CH2:32][CH2:33][CH2:34][CH2:35][OH:36].CN(C(ON1N=NC2C=CC=NC1=2)=[N+](C)C)C.F[P-](F)(F)(F)(F)F.CCN(C(C)C)C(C)C. Product: [OH:36][CH2:35][CH2:34][CH2:33][CH2:32][NH:31][C:27]([CH:9]1[CH:8]([C:4]2[CH:5]=[CH:6][CH:7]=[C:2]([Cl:1])[CH:3]=2)[C:12]([C:15]2[CH:16]=[CH:17][C:18]([Cl:21])=[CH:19][CH:20]=2)([C:13]#[N:14])[CH:11]([CH2:22][C:23]([CH3:25])([CH3:26])[CH3:24])[NH:10]1)=[O:28]. The catalyst class is: 2. (4) Reactant: O[O:2][S:3]([O-:5])=O.[K+].[NH2:7][C:8]1[N:9]=[C:10](SC)[S:11][C:12]=1[C:13]([O:15][CH3:16])=[O:14].[CH3:19]O. Product: [NH2:7][C:8]1[N:9]=[C:10]([S:3]([CH3:19])(=[O:5])=[O:2])[S:11][C:12]=1[C:13]([O:15][CH3:16])=[O:14]. The catalyst class is: 6. (5) Product: [Cl:38][C:37]1[C:36]([N:39]2[CH2:44][CH2:43][O:42][CH:41]([C:45]([N:47]3[CH2:48][CH2:49][O:50][CH2:51][CH2:52]3)=[O:46])[CH2:40]2)=[CH:35][C:32]([C:33]#[N:34])=[CH:31][C:30]=1[NH:29][C:7]1[N:6]=[C:5]([NH:4][CH:1]2[CH2:2][CH2:3]2)[C:10]2=[N:11][CH:12]=[C:13]([C:14]#[N:15])[N:9]2[N:8]=1. The catalyst class is: 39. Reactant: [CH:1]1([N:4](CC2C=CC(OC)=CC=2)[C:5]2[C:10]3=[N:11][CH:12]=[C:13]([C:14]#[N:15])[N:9]3[N:8]=[C:7](S(C)(=O)=O)[N:6]=2)[CH2:3][CH2:2]1.[NH2:29][C:30]1[CH:31]=[C:32]([CH:35]=[C:36]([N:39]2[CH2:44][CH2:43][O:42][CH:41]([C:45]([N:47]3[CH2:52][CH2:51][O:50][CH2:49][CH2:48]3)=[O:46])[CH2:40]2)[C:37]=1[Cl:38])[C:33]#[N:34].C([O-])([O-])=O.[Cs+].[Cs+].C(=O)(O)[O-].[Na+]. (6) Reactant: [CH:1]1[C:2]([I:10])=[CH:3][C:4]([I:9])=[C:5]([OH:8])[C:6]=1[I:7].[C:11](Cl)(=[O:16])[CH:12]=[CH:13][CH2:14][CH3:15].C(N(CC)CC)C. Product: [C:11]([O:8][C:5]1[C:6]([I:7])=[CH:1][C:2]([I:10])=[CH:3][C:4]=1[I:9])(=[O:16])[CH2:12][CH2:13][CH:14]=[CH2:15]. The catalyst class is: 4. (7) Reactant: [BH4-].[Na+].[Br-].[CH2:4]([N+:11]1[CH:16]=[CH:15][C:14]([CH3:17])=[C:13]2[C:18]3[CH:19]=[CH:20][CH:21]=[CH:22][C:23]=3[CH2:24][C:12]=12)[C:5]1[CH:10]=[CH:9][CH:8]=[CH:7][CH:6]=1. Product: [CH2:4]([N:11]1[CH2:16][CH2:15][C:14]([CH3:17])=[C:13]2[C:18]3[CH:19]=[CH:20][CH:21]=[CH:22][C:23]=3[CH2:24][CH:12]12)[C:5]1[CH:6]=[CH:7][CH:8]=[CH:9][CH:10]=1. The catalyst class is: 8.